Dataset: Catalyst prediction with 721,799 reactions and 888 catalyst types from USPTO. Task: Predict which catalyst facilitates the given reaction. (1) Reactant: [C:1]1([S:7]([C:10]2[CH:15]=[CH:14][CH:13]=[CH:12][C:11]=2[NH2:16])(=[O:9])=[O:8])[CH:6]=[CH:5][CH:4]=[CH:3][CH:2]=1.C(N(C(C)C)C(C)C)C.[F:26][C:27]([F:45])([F:44])[C:28]1[CH:29]=[C:30]([C:38]([CH3:43])([CH3:42])[C:39](Cl)=[O:40])[CH:31]=[C:32]([C:34]([F:37])([F:36])[F:35])[CH:33]=1. Product: [C:1]1([S:7]([C:10]2[CH:15]=[CH:14][CH:13]=[CH:12][C:11]=2[NH:16][C:39](=[O:40])[C:38]([C:30]2[CH:29]=[C:28]([C:27]([F:26])([F:44])[F:45])[CH:33]=[C:32]([C:34]([F:35])([F:36])[F:37])[CH:31]=2)([CH3:43])[CH3:42])(=[O:9])=[O:8])[CH:2]=[CH:3][CH:4]=[CH:5][CH:6]=1. The catalyst class is: 4. (2) Reactant: C(CNCCN)C[NH:3]CCN.C(N[CH:20]([C:33]([OH:35])=O)[CH2:21][C:22]1[CH:27]=[CH:26][C:25]([CH2:28][P:29]([OH:32])([OH:31])=[O:30])=[CH:24][CH:23]=1)(OC(C)(C)C)=O.C1C=CC(P(N=[N+]=[N-])(C2C=CC=CC=2)=O)=CC=1.C([O-])(O)=O.[Na+]. Product: [P:29]([CH2:28][C:25]1[CH:24]=[CH:23][C:22]([CH2:21][CH2:20][C:33]([NH2:3])=[O:35])=[CH:27][CH:26]=1)([OH:32])([OH:31])=[O:30]. The catalyst class is: 39. (3) Reactant: Cl.[C:2]([C:5]1[S:6][CH:7]=[CH:8][CH:9]=1)(=[O:4])[CH3:3].Cl.[CH2:11]([NH2:15])[CH:12]([CH3:14])[CH3:13].[CH2:16]=O. Product: [CH2:11]([NH:15][CH2:16][CH2:3][C:2]([C:5]1[S:6][CH:7]=[CH:8][CH:9]=1)=[O:4])[CH:12]([CH3:14])[CH3:13]. The catalyst class is: 8. (4) Product: [C:1]([O:7][N:8]1[C:12](=[O:13])[CH2:11][CH2:10][C:9]1=[O:14])(=[O:5])[C:2]([CH3:4])=[CH2:3]. Reactant: [C:1](Cl)(=[O:5])[C:2]([CH3:4])=[CH2:3].[OH:7][N:8]1[C:12](=[O:13])[CH2:11][CH2:10][C:9]1=[O:14].C(N(CC)CC)C. The catalyst class is: 22. (5) Reactant: [OH:1][C:2]1[N:6]([C:7]2[CH:12]=[CH:11][CH:10]=[CH:9][CH:8]=2)[N:5]=[C:4]([C:13]([OH:15])=O)[CH:3]=1.[CH2:16]([O:18][C:19]([N:21]1[CH2:26][CH2:25][N:24]([C:27](=[O:39])[C@@H:28]([NH2:38])[CH2:29][CH2:30][C:31]([O:33][C:34]([CH3:37])([CH3:36])[CH3:35])=[O:32])[CH2:23][CH2:22]1)=[O:20])[CH3:17].C1C=CC2N(O)N=NC=2C=1.C(Cl)CCl. Product: [CH2:16]([O:18][C:19]([N:21]1[CH2:22][CH2:23][N:24]([C:27](=[O:39])[C@@H:28]([NH:38][C:13]([C:4]2[CH:3]=[C:2]([OH:1])[N:6]([C:7]3[CH:8]=[CH:9][CH:10]=[CH:11][CH:12]=3)[N:5]=2)=[O:15])[CH2:29][CH2:30][C:31]([O:33][C:34]([CH3:36])([CH3:35])[CH3:37])=[O:32])[CH2:25][CH2:26]1)=[O:20])[CH3:17]. The catalyst class is: 18. (6) Reactant: [CH3:1][N:2]([CH3:22])[C@@H:3]1[CH2:7][CH2:6][N:5]([CH2:8][C:9]2[CH:14]=[CH:13][C:12]([N+:15]([O-])=O)=[CH:11][C:10]=2[C:18]([F:21])([F:20])[F:19])[CH2:4]1. Product: [NH2:15][C:12]1[CH:13]=[CH:14][C:9]([CH2:8][N:5]2[CH2:6][CH2:7][C@@H:3]([N:2]([CH3:22])[CH3:1])[CH2:4]2)=[C:10]([C:18]([F:21])([F:19])[F:20])[CH:11]=1. The catalyst class is: 50.